From a dataset of Reaction yield outcomes from USPTO patents with 853,638 reactions. Predict the reaction yield, written as a fraction of the theoretical maximum amount of product (1.0 means a 100% yield; for example, 0.34 means a 34% yield). The reactants are [Si]([O:8][CH2:9][C@H:10]1[O:19][C@H:14]([O:15]/[CH:16]=[CH:17]/[CH3:18])[C@H:13]([O:20][C:21](=[O:39])[CH2:22][CH2:23][CH2:24][CH2:25][CH2:26][CH2:27][CH2:28][CH2:29][CH2:30]/[CH:31]=[CH:32]\[CH2:33][CH2:34][CH2:35][CH2:36][CH2:37][CH3:38])[C@@H:12]([O:40][CH2:41][CH2:42][C@H:43]([O:51][CH3:52])[CH2:44][CH2:45][CH2:46][CH2:47][CH2:48][CH2:49][CH3:50])[C@@H:11]1[O:53][P:54]([O:60][CH2:61][CH:62]=[CH2:63])([O:56][CH2:57][CH:58]=[CH2:59])=[O:55])(C(C)(C)C)(C)C.S(=O)(=O)(O)O. The catalyst is CC(C)=O. The product is [CH2:57]([O:56][P:54]([O:53][C@@H:11]1[C@@H:10]([CH2:9][OH:8])[O:19][C@H:14]([O:15]/[CH:16]=[CH:17]/[CH3:18])[C@H:13]([O:20][C:21](=[O:39])[CH2:22][CH2:23][CH2:24][CH2:25][CH2:26][CH2:27][CH2:28][CH2:29][CH2:30]/[CH:31]=[CH:32]\[CH2:33][CH2:34][CH2:35][CH2:36][CH2:37][CH3:38])[C@H:12]1[O:40][CH2:41][CH2:42][C@H:43]([O:51][CH3:52])[CH2:44][CH2:45][CH2:46][CH2:47][CH2:48][CH2:49][CH3:50])([O:60][CH2:61][CH:62]=[CH2:63])=[O:55])[CH:58]=[CH2:59]. The yield is 0.910.